Dataset: Forward reaction prediction with 1.9M reactions from USPTO patents (1976-2016). Task: Predict the product of the given reaction. (1) Given the reactants FC1C=CC(C2C=NC(N3CCN(S(C[C@H](C(C)C)C(O)=O)(=O)=[O:21])CC3)=NC=2)=CC=1.C([C@@H]1COC(=O)N1[C:44](=[O:73])[C@H:45]([CH2:49][S:50]([N:53]1[CH2:58][CH2:57][N:56]([C:59]2[N:64]=[CH:63][C:62]([C:65]3[CH:70]=[CH:69][C:68]([Cl:71])=[C:67]([Cl:72])[CH:66]=3)=[CH:61][N:60]=2)[CH2:55][CH2:54]1)(=[O:52])=[O:51])[CH:46]([CH3:48])[CH3:47])C1C=CC=CC=1, predict the reaction product. The product is: [Cl:72][C:67]1[CH:66]=[C:65]([C:62]2[CH:63]=[N:64][C:59]([N:56]3[CH2:57][CH2:58][N:53]([S:50]([CH2:49][C@H:45]([CH:46]([CH3:48])[CH3:47])[C:44]([OH:73])=[O:21])(=[O:52])=[O:51])[CH2:54][CH2:55]3)=[N:60][CH:61]=2)[CH:70]=[CH:69][C:68]=1[Cl:71]. (2) Given the reactants [Br:1][C:2]1[CH:7]=[CH:6][C:5]([S:8]([NH:11][C:12]2[CH:17]=[C:16]([N+:18]([O-])=O)[CH:15]=[CH:14][C:13]=2[O:21][CH3:22])(=[O:10])=[O:9])=[C:4]([Cl:23])[CH:3]=1.C([O-])=O.[NH4+].O, predict the reaction product. The product is: [NH2:18][C:16]1[CH:15]=[CH:14][C:13]([O:21][CH3:22])=[C:12]([NH:11][S:8]([C:5]2[CH:6]=[CH:7][C:2]([Br:1])=[CH:3][C:4]=2[Cl:23])(=[O:10])=[O:9])[CH:17]=1.